Dataset: M1 muscarinic receptor antagonist screen with 61,756 compounds. Task: Binary Classification. Given a drug SMILES string, predict its activity (active/inactive) in a high-throughput screening assay against a specified biological target. (1) The compound is Clc1ccc(c2n3nc(sc3nn2)C)cc1. The result is 0 (inactive). (2) The molecule is o1c(N2CCc3c(C2)cccc3)c(nc1c1occc1)C#N. The result is 0 (inactive). (3) The drug is s1c(n2ncc3c(c2=O)cccc3)nc2c1cccc2. The result is 0 (inactive). (4) The result is 0 (inactive). The compound is Clc1cc(NC(=O)CSc2n(N)c(nn2)COc2ccccc2)c(OC)cc1. (5) The compound is O1CCN(Cc2n(c3c(n2)n(c(=O)n(c3=O)C)C)CC(OC)=O)CC1. The result is 0 (inactive). (6) The molecule is OC(Cn1c2c(nc1)cccc2)CN(c1ccccc1)c1ccccc1. The result is 0 (inactive).